From a dataset of Catalyst prediction with 721,799 reactions and 888 catalyst types from USPTO. Predict which catalyst facilitates the given reaction. (1) Product: [C:1]([O:5][C:6]([N:8]1[CH2:13][CH2:12][CH2:11][CH2:10][C@H:9]1[CH2:14][OH:15])=[O:7])([CH3:4])([CH3:3])[CH3:2]. The catalyst class is: 1. Reactant: [C:1]([O:5][C:6]([N:8]1[CH2:13][CH2:12][CH2:11][CH2:10][C@H:9]1[C:14](O)=[O:15])=[O:7])([CH3:4])([CH3:3])[CH3:2].B.O1CCCC1.O. (2) Reactant: [Cl:1][C:2]1[CH:3]=[C:4]2[C:8](=[CH:9][CH:10]=1)[NH:7][C:6](=[O:11])[CH2:5]2.[CH3:12][C:13]1[C:21]2[C:16](=[CH:17][CH:18]=[CH:19][CH:20]=2)[NH:15][C:14]=1[CH:22]=O.N1CCCCC1. Product: [Cl:1][C:2]1[CH:3]=[C:4]2[C:8](=[CH:9][CH:10]=1)[NH:7][C:6](=[O:11])[C:5]2=[CH:22][C:14]1[NH:15][C:16]2[C:21]([C:13]=1[CH3:12])=[CH:20][CH:19]=[CH:18][CH:17]=2. The catalyst class is: 8.